Dataset: Full USPTO retrosynthesis dataset with 1.9M reactions from patents (1976-2016). Task: Predict the reactants needed to synthesize the given product. (1) The reactants are: [S:1](Cl)([C:4]1[CH:10]=[CH:9][C:7]([CH3:8])=[CH:6][CH:5]=1)(=[O:3])=[O:2].C(NC(C)C)(C)C.[C:19]1([CH3:29])[CH:24]=[CH:23][C:22]([CH2:25][CH2:26][CH2:27][OH:28])=[CH:21][CH:20]=1.[Cl-].[NH4+]. Given the product [C:19]1([CH3:29])[CH:20]=[CH:21][C:22]([CH2:25][CH2:26][CH2:27][O:28][S:1]([C:4]2[CH:10]=[CH:9][C:7]([CH3:8])=[CH:6][CH:5]=2)(=[O:3])=[O:2])=[CH:23][CH:24]=1, predict the reactants needed to synthesize it. (2) Given the product [NH2:25][C:8]1[N:7]=[C:6]([O:5][CH2:1][CH2:2][CH2:3][CH3:4])[N:14]=[C:13]2[C:9]=1[NH:10][C:11](=[O:23])[N:12]2[CH2:15][CH2:16][CH:17]1[CH2:18][CH2:19][N:20]([CH:27]([CH2:30][CH3:31])[CH2:28][CH3:29])[CH2:21][CH2:22]1, predict the reactants needed to synthesize it. The reactants are: [CH2:1]([O:5][C:6]1[N:14]=[C:13]2[C:9]([N:10]=[C:11]([O:23]C)[N:12]2[CH2:15][CH2:16][CH:17]2[CH2:22][CH2:21][NH:20][CH2:19][CH2:18]2)=[C:8]([NH2:25])[N:7]=1)[CH2:2][CH2:3][CH3:4].Br[CH:27]([CH2:30][CH3:31])[CH2:28][CH3:29]. (3) Given the product [CH:10]1[C:11]2[C:20]3[CH2:19][CH2:18][N:17]([C:33]([O:35][C:36]([CH3:39])([CH3:38])[CH3:37])=[O:34])[CH2:16][C:15]=3[CH:14]=[N:13][C:12]=2[NH:8][N:9]=1, predict the reactants needed to synthesize it. The reactants are: COC1C=CC(C[N:8]2[C:12]3[N:13]=[CH:14][C:15]4[CH2:16][NH:17][CH2:18][CH2:19][C:20]=4[C:11]=3[CH:10]=[N:9]2)=CC=1.C1(C)C=CC=CC=1.ClCCl.[C:33](O[C:33]([O:35][C:36]([CH3:39])([CH3:38])[CH3:37])=[O:34])([O:35][C:36]([CH3:39])([CH3:38])[CH3:37])=[O:34]. (4) Given the product [CH2:16]([C:18]1[CH:23]=[CH:22][CH:21]=[C:20]([CH2:24][CH3:25])[C:19]=1[C:26]1[CH:31]=[CH:30][CH:29]=[C:28]([CH2:32][O:8][C:6]2[CH:5]=[CH:4][C:3]([CH2:9][CH2:10][C:11]([O:13][CH2:14][CH3:15])=[O:12])=[C:2]([F:1])[CH:7]=2)[CH:27]=1)[CH3:17], predict the reactants needed to synthesize it. The reactants are: [F:1][C:2]1[CH:7]=[C:6]([OH:8])[CH:5]=[CH:4][C:3]=1[CH2:9][CH2:10][C:11]([O:13][CH2:14][CH3:15])=[O:12].[CH2:16]([C:18]1[CH:23]=[CH:22][CH:21]=[C:20]([CH2:24][CH3:25])[C:19]=1[C:26]1[CH:31]=[CH:30][CH:29]=[C:28]([CH2:32]O)[CH:27]=1)[CH3:17]. (5) Given the product [NH:1]1[C:9]2[C:4](=[CH:5][C:6]([O:10][C:11]3[CH:20]=[CH:19][CH:18]=[CH:17][C:12]=3[C:13]([OH:15])=[O:14])=[CH:7][CH:8]=2)[CH:3]=[N:2]1, predict the reactants needed to synthesize it. The reactants are: [NH:1]1[C:9]2[C:4](=[CH:5][C:6]([O:10][C:11]3[CH:20]=[CH:19][CH:18]=[CH:17][C:12]=3[C:13]([O:15]C)=[O:14])=[CH:7][CH:8]=2)[CH:3]=[N:2]1.[OH-].[Na+].Cl. (6) Given the product [NH:24]1[C:32]2[CH2:31][CH2:30][N:29]([C:2]3[N:11]=[C:10]([NH:12][CH2:13][CH:14]([C:18]4[CH:23]=[CH:22][CH:21]=[CH:20][CH:19]=4)[CH:15]([CH3:17])[CH3:16])[C:9]4[C:4](=[CH:5][CH:6]=[CH:7][CH:8]=4)[N:3]=3)[CH2:28][C:27]=2[CH:26]=[CH:25]1, predict the reactants needed to synthesize it. The reactants are: Cl[C:2]1[N:11]=[C:10]([NH:12][CH2:13][CH:14]([C:18]2[CH:23]=[CH:22][CH:21]=[CH:20][CH:19]=2)[CH:15]([CH3:17])[CH3:16])[C:9]2[C:4](=[CH:5][CH:6]=[CH:7][CH:8]=2)[N:3]=1.[NH:24]1[C:32]2[CH2:31][CH2:30][NH:29][CH2:28][C:27]=2[CH:26]=[CH:25]1. (7) Given the product [C:36]([S:39](/[N:41]=[C:9](/[C:4]1[CH:3]=[C:2]([F:1])[CH:7]=[C:6]([F:8])[CH:5]=1)\[CH2:10][CH2:11][C:12]([CH3:18])([CH3:17])[C:13]([O:15][CH3:16])=[O:14])=[O:40])([CH3:38])([CH3:37])[CH3:35], predict the reactants needed to synthesize it. The reactants are: [F:1][C:2]1[CH:3]=[C:4]([C:9](=O)[CH2:10][CH2:11][C:12]([CH3:18])([CH3:17])[C:13]([O:15][CH3:16])=[O:14])[CH:5]=[C:6]([F:8])[CH:7]=1.CON(C)C(=O)CCC(C)(C)C(OC)=O.[CH3:35][C:36]([S@@:39]([NH2:41])=[O:40])([CH3:38])[CH3:37]. (8) Given the product [C:16]([C:12]1[CH:13]=[CH:14][CH:15]=[C:10]([S:6][CH2:1][CH2:2][CH2:3][CH2:4][CH3:5])[N:11]=1)#[N:17], predict the reactants needed to synthesize it. The reactants are: [CH2:1]([SH:6])[CH2:2][CH2:3][CH2:4][CH3:5].[H-].[Na+].Cl[C:10]1[CH:15]=[CH:14][CH:13]=[C:12]([C:16]#[N:17])[N:11]=1. (9) The reactants are: [CH2:1]([CH:3]1[C:16]2[C:11](=[CH:12][CH:13]=[C:14]([F:17])[CH:15]=2)[C:10]2[CH:9]=[C:8]([C:18]3[CH:22]=[CH:21][S:20][CH:19]=3)[CH:7]=[CH:6][C:5]=2[N:4]1[S:23]([C:26]1[CH:31]=[CH:30][C:29]([O:32]C)=[CH:28][CH:27]=1)(=[O:25])=[O:24])[CH3:2].C1CCCCC=1.B(Br)(Br)Br.ClCCl. Given the product [CH2:1]([CH:3]1[C:16]2[C:11](=[CH:12][CH:13]=[C:14]([F:17])[CH:15]=2)[C:10]2[CH:9]=[C:8]([C:18]3[CH:22]=[CH:21][S:20][CH:19]=3)[CH:7]=[CH:6][C:5]=2[N:4]1[S:23]([C:26]1[CH:27]=[CH:28][C:29]([OH:32])=[CH:30][CH:31]=1)(=[O:25])=[O:24])[CH3:2], predict the reactants needed to synthesize it. (10) Given the product [CH3:1][O:2][C:3]1[CH:8]=[CH:7][C:6]([C:9]2[CH:13]=[CH:12][N:11]([CH3:15])[N:10]=2)=[CH:5][C:4]=1[CH3:14].[CH3:1][O:2][C:3]1[CH:8]=[CH:7][C:6]([C:9]2[N:10]([CH3:15])[N:11]=[CH:12][CH:13]=2)=[CH:5][C:4]=1[CH3:14], predict the reactants needed to synthesize it. The reactants are: [CH3:1][O:2][C:3]1[CH:8]=[CH:7][C:6]([C:9]2[CH:13]=[CH:12][NH:11][N:10]=2)=[CH:5][C:4]=1[CH3:14].[CH3:15]N(C)C=O.[H-].[Na+].CI.